This data is from Forward reaction prediction with 1.9M reactions from USPTO patents (1976-2016). The task is: Predict the product of the given reaction. (1) The product is: [Cl:8][C:9]1[CH:14]=[CH:13][C:12]([N:1]2[CH:5]=[C:4]([CH:6]=[O:7])[N:3]=[CH:2]2)=[CH:11][CH:10]=1. Given the reactants [NH:1]1[CH:5]=[C:4]([CH:6]=[O:7])[N:3]=[CH:2]1.[Cl:8][C:9]1[CH:14]=[CH:13][C:12](I)=[CH:11][CH:10]=1.CN[C@@H]1CCCC[C@H]1NC.C(=O)([O-])[O-].[Cs+].[Cs+], predict the reaction product. (2) Given the reactants [C:1]1([P:7]([C:14]2[CH:19]=[CH:18][CH:17]=[CH:16][CH:15]=2)[C:8]2[CH:13]=[CH:12][CH:11]=[CH:10][CH:9]=2)[CH:6]=[CH:5][CH:4]=[CH:3][CH:2]=1.C(Cl)(=O)C.CN([CH2:27][C:28]1[S:29][CH:30]=[CH:31][CH:32]=1)C.[I-:33].[Na+], predict the reaction product. The product is: [I-:33].[C:14]1([P+:7]([C:1]2[CH:2]=[CH:3][CH:4]=[CH:5][CH:6]=2)([C:8]2[CH:13]=[CH:12][CH:11]=[CH:10][CH:9]=2)[CH2:27][C:28]2[S:29][CH:30]=[CH:31][CH:32]=2)[CH:15]=[CH:16][CH:17]=[CH:18][CH:19]=1. (3) Given the reactants [Na].C([O:4][C:5](=[O:8])[CH2:6][SH:7])C.Cl/[C:10](=[C:12]1\[C@H:13]2[C@@H:15]([CH2:16][C:17]\1=O)[C:14]2([CH3:20])[CH3:19])/[CH3:11].[Li+].[OH-], predict the reaction product. The product is: [CH3:19][C:14]1([CH3:20])[C@@H:15]2[CH2:16][C:17]3[C:12]([C@H:13]12)=[C:10]([CH3:11])[S:7][C:6]=3[C:5]([OH:4])=[O:8]. (4) The product is: [Cl:2][C:3]1[CH:4]=[C:5]([C:9]2[O:13][N:12]=[C:11]([CH:14]([S:16][C:17]3[N:18]([CH2:30][CH3:31])[C:19]([C:22]4[CH:27]=[CH:26][N:25]=[C:24]([OH:28])[CH:23]=4)=[N:20][N:21]=3)[CH3:15])[N:10]=2)[CH:6]=[CH:7][CH:8]=1. Given the reactants Br.[Cl:2][C:3]1[CH:4]=[C:5]([C:9]2[O:13][N:12]=[C:11]([CH:14]([S:16][C:17]3[N:18]([CH2:30][CH3:31])[C:19]([C:22]4[CH:27]=[CH:26][N:25]=[C:24]([O:28]C)[CH:23]=4)=[N:20][N:21]=3)[CH3:15])[N:10]=2)[CH:6]=[CH:7][CH:8]=1.C([O-])(O)=O.[Na+], predict the reaction product. (5) The product is: [OH:2][C:3]12[CH2:12][CH:7]3[CH2:8][CH:9]([CH2:11][C:5]([CH2:13][O:14][C:15]([C:16]([F:22])([F:21])[S:17]([O-:20])(=[O:18])=[O:19])=[O:23])([CH2:6]3)[CH2:4]1)[CH2:10]2.[C:38]1([S+:31]([C:25]2[CH:26]=[CH:27][CH:28]=[CH:29][CH:30]=2)[C:32]2[CH:37]=[CH:36][CH:35]=[CH:34][CH:33]=2)[CH:39]=[CH:40][CH:41]=[CH:42][CH:43]=1. Given the reactants [Na].[OH:2][C:3]12[CH2:12][CH:7]3[CH2:8][CH:9]([CH2:11][C:5]([CH2:13][O:14][C:15](=[O:23])[C:16]([F:22])([F:21])[S:17]([OH:20])(=[O:19])=[O:18])([CH2:6]3)[CH2:4]1)[CH2:10]2.[Cl-].[C:25]1([S+:31]([C:38]2[CH:43]=[CH:42][CH:41]=[CH:40][CH:39]=2)[C:32]2[CH:37]=[CH:36][CH:35]=[CH:34][CH:33]=2)[CH:30]=[CH:29][CH:28]=[CH:27][CH:26]=1, predict the reaction product. (6) Given the reactants [CH:1]1([O:4][C:5]2[CH:6]=[C:7]([C@:12]([C:21]3[CH:26]=[C:25]([O:27][C:28]([F:33])([F:32])[CH:29]([F:31])[F:30])[CH:24]=[C:23]([F:34])[CH:22]=3)([NH2:20])[CH2:13][C:14]3[CH:19]=[CH:18][CH:17]=[CH:16][CH:15]=3)[CH:8]=[CH:9][C:10]=2[F:11])[CH2:3][CH2:2]1.[CH3:35][C:36]1[O:37][C:38]([C:44]([F:47])([F:46])[F:45])=[C:39]([C:41](O)=[O:42])[N:40]=1.C1CN([P+](Br)(N2CCCC2)N2CCCC2)CC1.F[P-](F)(F)(F)(F)F.CCN(C(C)C)C(C)C, predict the reaction product. The product is: [CH:1]1([O:4][C:5]2[CH:6]=[C:7]([C@@:12]([NH:20][C:41]([C:39]3[N:40]=[C:36]([CH3:35])[O:37][C:38]=3[C:44]([F:47])([F:45])[F:46])=[O:42])([C:21]3[CH:26]=[C:25]([O:27][C:28]([F:33])([F:32])[CH:29]([F:31])[F:30])[CH:24]=[C:23]([F:34])[CH:22]=3)[CH2:13][C:14]3[CH:19]=[CH:18][CH:17]=[CH:16][CH:15]=3)[CH:8]=[CH:9][C:10]=2[F:11])[CH2:2][CH2:3]1. (7) Given the reactants [CH3:1][O:2][C:3]1[CH:8]=[CH:7][C:6](N)=[CH:5][CH:4]=1.[N+:10]([C:13]1[CH:21]=[CH:20][C:16](C(Cl)=O)=[CH:15][CH:14]=1)([O-:12])=[O:11].[OH2:22].[N:23]1[CH:28]=CC=CC=1, predict the reaction product. The product is: [CH3:1][O:2][C:3]1[CH:8]=[CH:7][C:6]([C:28]([NH:23][C:16]2[CH:15]=[CH:14][C:13]([N+:10]([O-:12])=[O:11])=[CH:21][CH:20]=2)=[O:22])=[CH:5][CH:4]=1. (8) Given the reactants [CH2:1]([O:3][CH2:4][C:5]1([CH2:36][O:37][CH2:38][CH3:39])[CH2:10][CH2:9][C:8]([C:11]2[C:15]([CH2:16][N:17]([CH3:29])[CH2:18][CH2:19][N:20]([CH3:28])[C:21](=[O:27])[O:22][C:23]([CH3:26])([CH3:25])[CH3:24])=[CH:14][N:13]([CH:30]3[CH2:35][CH2:34][CH2:33][CH2:32][O:31]3)[N:12]=2)=[CH:7][CH2:6]1)[CH3:2].[H][H], predict the reaction product. The product is: [CH2:1]([O:3][CH2:4][C:5]1([CH2:36][O:37][CH2:38][CH3:39])[CH2:10][CH2:9][CH:8]([C:11]2[C:15]([CH2:16][N:17]([CH3:29])[CH2:18][CH2:19][N:20]([CH3:28])[C:21](=[O:27])[O:22][C:23]([CH3:25])([CH3:26])[CH3:24])=[CH:14][N:13]([CH:30]3[CH2:35][CH2:34][CH2:33][CH2:32][O:31]3)[N:12]=2)[CH2:7][CH2:6]1)[CH3:2].